This data is from Catalyst prediction with 721,799 reactions and 888 catalyst types from USPTO. The task is: Predict which catalyst facilitates the given reaction. (1) Reactant: Cl[C:2]1[CH:7]=[C:6]([Cl:8])[N:5]=[C:4]([NH2:9])[N:3]=1.[CH3:10][C:11]([CH3:15])([CH3:14])[CH2:12][NH2:13].CCN(C(C)C)C(C)C. Product: [Cl:8][C:6]1[N:5]=[C:4]([NH2:9])[N:3]=[C:2]([NH:13][CH2:12][C:11]([CH3:15])([CH3:14])[CH3:10])[CH:7]=1. The catalyst class is: 114. (2) Reactant: C(Cl)CCl.[NH2:5][C:6]1[N:11]=[CH:10][C:9]([CH:12]=[CH:13][C:14]([OH:16])=O)=[CH:8][CH:7]=1.[CH2:17]([N:24]1[C:32]2[C:27](=[CH:28][CH:29]=[CH:30][CH:31]=2)[C:26]([CH2:33][NH:34][CH3:35])=[CH:25]1)[C:18]1[CH:23]=[CH:22][CH:21]=[CH:20][CH:19]=1.C1C=CC2N(O)N=NC=2C=1.O.C(N(C(C)C)CC)(C)C. Product: [NH2:5][C:6]1[N:11]=[CH:10][C:9](/[CH:12]=[CH:13]/[C:14]([N:34]([CH2:33][C:26]2[C:27]3[C:32](=[CH:31][CH:30]=[CH:29][CH:28]=3)[N:24]([CH2:17][C:18]3[CH:23]=[CH:22][CH:21]=[CH:20][CH:19]=3)[CH:25]=2)[CH3:35])=[O:16])=[CH:8][CH:7]=1. The catalyst class is: 3. (3) Reactant: [CH:1]([O:3][CH2:4][CH2:5][OH:6])=[CH2:2].C1(P(C2C=CC=CC=2)C2C=CC=CC=2)C=CC=CC=1.O[N:27]1[C:31](=[O:32])[C:30]2=[CH:33][CH:34]=[CH:35][CH:36]=[C:29]2[C:28]1=[O:37].CCOC(/N=N/C(OCC)=O)=O. Product: [CH:1]([O:3][CH2:4][CH2:5][O:6][N:27]1[C:31](=[O:32])[C:30]2[C:29](=[CH:36][CH:35]=[CH:34][CH:33]=2)[C:28]1=[O:37])=[CH2:2]. The catalyst class is: 7. (4) Reactant: C(NC(C)C)(C)C.C([Li])CCC.[CH3:13][O:14][C:15](=[O:26])[CH2:16][C:17]1[CH:22]=[CH:21][C:20]([S:23][CH3:24])=[C:19]([Cl:25])[CH:18]=1.I[CH2:28][CH:29]1[CH2:33][CH2:32][C:31]2([O:38][CH2:37][CH2:36][CH2:35][O:34]2)[CH2:30]1. Product: [CH3:13][O:14][C:15](=[O:26])[CH:16]([C:17]1[CH:22]=[CH:21][C:20]([S:23][CH3:24])=[C:19]([Cl:25])[CH:18]=1)[CH2:28][CH:29]1[CH2:33][CH2:32][C:31]2([O:34][CH2:35][CH2:36][CH2:37][O:38]2)[CH2:30]1. The catalyst class is: 544. (5) Reactant: [OH-].[Na+].C([O:5][C:6]([C:8]1[CH:12]=[C:11]([N:13]2[CH:17]=[CH:16][CH:15]=[CH:14]2)[N:10]([C:18]2[CH:19]=[N:20][C:21]([O:24][CH3:25])=[CH:22][CH:23]=2)[N:9]=1)=[O:7])C.Cl.C(OCC)(=O)C. Product: [CH3:25][O:24][C:21]1[N:20]=[CH:19][C:18]([N:10]2[C:11]([N:13]3[CH:14]=[CH:15][CH:16]=[CH:17]3)=[CH:12][C:8]([C:6]([OH:7])=[O:5])=[N:9]2)=[CH:23][CH:22]=1. The catalyst class is: 199. (6) Reactant: FC(F)(F)C(O)=O.[CH3:8][O:9][C:10](=[O:60])[C@@H:11]([NH:52]C(OC(C)(C)C)=O)[C:12]1[CH:17]=[CH:16][C:15]([C:18]2[CH:23]=[CH:22][C:21]([C:24]([C:29]3[CH:34]=[CH:33][C:32]([CH2:35][CH2:36][CH:37]([O:42][Si](C(C)(C)C)(C)C)[C:38]([CH3:41])([CH3:40])[CH3:39])=[C:31]([CH3:50])[CH:30]=3)([CH2:27][CH3:28])[CH2:25][CH3:26])=[CH:20][C:19]=2[CH3:51])=[CH:14][CH:13]=1. Product: [CH3:8][O:9][C:10](=[O:60])[C@@H:11]([NH2:52])[C:12]1[CH:13]=[CH:14][C:15]([C:18]2[CH:23]=[CH:22][C:21]([C:24]([CH2:25][CH3:26])([C:29]3[CH:34]=[CH:33][C:32]([CH2:35][CH2:36][CH:37]([OH:42])[C:38]([CH3:39])([CH3:40])[CH3:41])=[C:31]([CH3:50])[CH:30]=3)[CH2:27][CH3:28])=[CH:20][C:19]=2[CH3:51])=[CH:16][CH:17]=1. The catalyst class is: 4.